Dataset: Forward reaction prediction with 1.9M reactions from USPTO patents (1976-2016). Task: Predict the product of the given reaction. Given the reactants [N:1]1[C:10]2[C:5](=[CH:6][CH:7]=[C:8]([O:11][C:12]3[N:17]=[CH:16][N:15]=[C:14]([C:18]4[CH:23]=[CH:22][C:21]([C:24]([F:27])([F:26])[F:25])=[CH:20][C:19]=4OS(C(F)(F)F)(=O)=O)[CH:13]=3)[CH:9]=2)[CH:4]=[CH:3][CH:2]=1.[F:36][C:37]1[CH:42]=[CH:41][C:40](B(O)O)=[CH:39][CH:38]=1.[O-]P([O-])([O-])=O.[K+].[K+].[K+].[K+].[Br-], predict the reaction product. The product is: [F:36][C:37]1[CH:42]=[CH:41][C:40]([C:19]2[CH:20]=[C:21]([C:24]([F:25])([F:27])[F:26])[CH:22]=[CH:23][C:18]=2[C:14]2[N:15]=[CH:16][N:17]=[C:12]([O:11][C:8]3[CH:9]=[C:10]4[C:5]([CH:4]=[CH:3][CH:2]=[N:1]4)=[CH:6][CH:7]=3)[CH:13]=2)=[CH:39][CH:38]=1.